Dataset: Full USPTO retrosynthesis dataset with 1.9M reactions from patents (1976-2016). Task: Predict the reactants needed to synthesize the given product. (1) The reactants are: [NH2:1][C:2]1[NH:6][N:5]=[CH:4][C:3]=1[C:7]([O:9]CC)=O.[C:12](OC)(OC)(OC)[CH2:13][CH2:14][CH3:15].C(O)(=O)C.[CH2:26]([NH2:33])[C:27]1[CH:32]=[CH:31][CH:30]=[CH:29][CH:28]=1. Given the product [CH2:26]([N:33]1[C:7](=[O:9])[C:3]2[CH:4]=[N:5][NH:6][C:2]=2[N:1]=[C:12]1[CH2:13][CH2:14][CH3:15])[C:27]1[CH:32]=[CH:31][CH:30]=[CH:29][CH:28]=1, predict the reactants needed to synthesize it. (2) The reactants are: [CH3:1][C:2]1[CH:7]=[C:6]([CH3:8])[N:5]2[N:9]=[C:10]([CH:12]=[CH:13][C:14]3[N:18]([CH2:19][C:20]([F:23])([F:22])[F:21])[N:17]=[C:16]([N:24]4[CH2:28][CH2:27][CH2:26][CH2:25]4)[N:15]=3)[N:11]=[C:4]2[N:3]=1. Given the product [CH3:1][C:2]1[CH:7]=[C:6]([CH3:8])[N:5]2[N:9]=[C:10]([CH2:12][CH2:13][C:14]3[N:18]([CH2:19][C:20]([F:23])([F:21])[F:22])[N:17]=[C:16]([N:24]4[CH2:25][CH2:26][CH2:27][CH2:28]4)[N:15]=3)[N:11]=[C:4]2[N:3]=1, predict the reactants needed to synthesize it. (3) Given the product [C:44]([O:48][C@@H:49]([C:55]1[C:80]([CH3:81])=[CH:79][C:58]2[N:59]=[C:60]([C:62]3[CH:63]=[C:64]4[C:68](=[CH:69][CH:70]=3)[N:67]([CH3:71])[N:66]=[C:65]4[CH:72]3[CH2:77][CH2:76][N:75]([CH3:78])[CH2:74][CH2:73]3)[S:61][C:57]=2[C:56]=1[C:82]1[CH:83]=[CH:84][C:85]([Cl:88])=[CH:86][CH:87]=1)[C:50]([OH:52])=[O:51])([CH3:47])([CH3:45])[CH3:46], predict the reactants needed to synthesize it. The reactants are: C(O[C@@H](C1C(C)=CC2N=C(C3C=C4C(C(C5CCN(C)CC5)=NN4C)=CC=3)SC=2C=1C1C=CC(Cl)=CC=1)C(O)=O)(C)(C)C.[C:44]([O:48][C@@H:49]([C:55]1[C:80]([CH3:81])=[CH:79][C:58]2[N:59]=[C:60]([C:62]3[CH:63]=[C:64]4[C:68](=[CH:69][CH:70]=3)[N:67]([CH3:71])[N:66]=[C:65]4[C:72]3[CH2:73][CH2:74][N:75]([CH3:78])[CH2:76][CH:77]=3)[S:61][C:57]=2[C:56]=1[C:82]1[CH:87]=[CH:86][C:85]([Cl:88])=[CH:84][CH:83]=1)[C:50]([O:52]CC)=[O:51])([CH3:47])([CH3:46])[CH3:45]. (4) Given the product [ClH:36].[O:1]1[C:6]2[CH:7]=[CH:8][C:9]([CH2:11][NH:12][C:13]3([C:32]([NH:34][CH3:35])=[O:33])[CH2:14][CH2:15][N:16]([CH2:19][CH2:20][N:21]4[C:30]5[C:25](=[CH:26][CH:27]=[CH:28][CH:29]=5)[N:24]=[CH:23][C:22]4=[O:31])[CH2:17][CH2:18]3)=[CH:10][C:5]=2[O:4][CH2:3][CH2:2]1, predict the reactants needed to synthesize it. The reactants are: [O:1]1[C:6]2[CH:7]=[CH:8][C:9]([CH2:11][NH:12][C:13]3([C:32]([NH:34][CH3:35])=[O:33])[CH2:18][CH2:17][N:16]([CH2:19][CH2:20][N:21]4[C:30]5[C:25](=[CH:26][CH:27]=[CH:28][CH:29]=5)[N:24]=[CH:23][C:22]4=[O:31])[CH2:15][CH2:14]3)=[CH:10][C:5]=2[O:4][CH2:3][CH2:2]1.[ClH:36].C(OCC)(=O)C. (5) Given the product [I:18][C:8]1[C:7]([NH2:10])=[CH:6][C:5]2[O:1][CH2:2][CH2:3][C:4]=2[CH:9]=1, predict the reactants needed to synthesize it. The reactants are: [O:1]1[C:5]2[CH:6]=[C:7]([NH2:10])[CH:8]=[CH:9][C:4]=2[CH2:3][CH2:2]1.C1C(=O)N([I:18])C(=O)C1. (6) Given the product [OH:21][CH:16]1[CH2:17][O:18][C:19](=[O:20])/[C:15]/1=[CH:14]/[CH2:13][CH:12]1[C:10](=[CH2:11])[CH2:9][CH2:8][CH:7]2[C:2]1([CH3:1])[CH2:3][CH2:4][CH:5]1[C:6]2([CH3:22])[CH2:23][O:24][C:26]([CH3:31])([CH3:27])[O:25]1, predict the reactants needed to synthesize it. The reactants are: [CH3:1][C@:2]12[C@H:12]([CH2:13]/[CH:14]=[C:15]3\[C@H:16]([OH:21])[CH2:17][O:18][C:19]\3=[O:20])[C:10](=[CH2:11])[CH2:9][CH2:8][C@@H:7]1[C@@:6]([CH2:23][OH:24])([CH3:22])[C@H:5]([OH:25])[CH2:4][CH2:3]2.[C:26]1(C)[CH:31]=CC(S(O)(=O)=O)=C[CH:27]=1.COC(OC)(C)C.